Dataset: Reaction yield outcomes from USPTO patents with 853,638 reactions. Task: Predict the reaction yield, written as a fraction of the theoretical maximum amount of product (1.0 means a 100% yield; for example, 0.34 means a 34% yield). (1) The reactants are [CH3:1][O:2][C:3](=[O:34])[C:4]1[CH:9]=[CH:8][C:7]([CH2:10][N:11]2[CH:15]=[C:14]([C:16]3[CH:21]=[CH:20][C:19]([Cl:22])=[CH:18][C:17]=3[Cl:23])[N:13]=[C:12]2[CH2:24][CH2:25][CH2:26][C:27]2[CH:32]=[CH:31][C:30](I)=[CH:29][CH:28]=2)=[CH:6][CH:5]=1.[F:35][C:36]([F:47])([F:46])[C:37]1[CH:38]=[C:39](B(O)O)[CH:40]=[CH:41][CH:42]=1. No catalyst specified. The product is [CH3:1][O:2][C:3](=[O:34])[C:4]1[CH:9]=[CH:8][C:7]([CH2:10][N:11]2[CH:15]=[C:14]([C:16]3[CH:21]=[CH:20][C:19]([Cl:22])=[CH:18][C:17]=3[Cl:23])[N:13]=[C:12]2[CH2:24][CH2:25][CH2:26][C:27]2[CH:32]=[CH:31][C:30]([C:41]3[CH:40]=[CH:39][CH:38]=[C:37]([C:36]([F:47])([F:46])[F:35])[CH:42]=3)=[CH:29][CH:28]=2)=[CH:6][CH:5]=1. The yield is 0.390. (2) The reactants are C([O-])([O-])=O.[Cs+].[Cs+].[OH:7][C:8]1[C:13]2[S:14][CH:15]=[CH:16][C:12]=2[CH:11]=[C:10]([C:17]([O:19]CC)=O)[CH:9]=1.[F:22][C:23]1[CH:33]=[C:32](F)[CH:31]=[CH:30][C:24]=1[C:25]([N:27]([CH3:29])[CH3:28])=[O:26].[NH2:35][C:36]1[CH:41]=[CH:40][C:39]([CH3:42])=[CH:38][N:37]=1.CN(C(ON1N=NC2C=CC=NC1=2)=[N+](C)C)C.F[P-](F)(F)(F)(F)F. The catalyst is CN(C=O)C. The product is [CH3:28][N:27]([CH3:29])[C:25]([C:24]1[CH:30]=[CH:31][C:32]([O:7][C:8]2[C:13]3[S:14][CH:15]=[CH:16][C:12]=3[CH:11]=[C:10]([C:17]([NH:35][C:36]3[CH:41]=[CH:40][C:39]([CH3:42])=[CH:38][N:37]=3)=[O:19])[CH:9]=2)=[CH:33][C:23]=1[F:22])=[O:26]. The yield is 0.100. (3) The reactants are [N+:1]([C:4]1[CH:9]=[CH:8][CH:7]=[CH:6][C:5]=1[S:10]([NH:13][CH2:14][CH2:15][CH2:16][CH2:17][CH2:18][CH2:19][NH:20][C:21]1[N:25]2[CH:26]=[C:27]([C:29]([O:31]C)=O)[N:28]=[C:24]2[S:23][N:22]=1)(=[O:12])=[O:11])([O-:3])=[O:2].[CH:33]1([NH2:36])[CH2:35][CH2:34]1. No catalyst specified. The product is [CH:33]1([NH:36][C:29]([C:27]2[N:28]=[C:24]3[S:23][N:22]=[C:21]([NH:20][CH2:19][CH2:18][CH2:17][CH2:16][CH2:15][CH2:14][NH:13][S:10]([C:5]4[CH:6]=[CH:7][CH:8]=[CH:9][C:4]=4[N+:1]([O-:3])=[O:2])(=[O:11])=[O:12])[N:25]3[CH:26]=2)=[O:31])[CH2:35][CH2:34]1. The yield is 0.972. (4) The reactants are Cl[C:2]1[CH:3]=[N:4][CH:5]=[C:6]([Cl:19])[C:7]=1[N:8]1[CH2:18][CH2:17][C:11]2([C:15](=[O:16])[NH:14][CH2:13][CH2:12]2)[CH2:10][CH2:9]1.[C:20]1(B(O)O)[CH:25]=[CH:24][CH:23]=[CH:22][CH:21]=1.C(=O)([O-])[O-].[Na+].[Na+]. The catalyst is C1C=CC([P]([Pd]([P](C2C=CC=CC=2)(C2C=CC=CC=2)C2C=CC=CC=2)([P](C2C=CC=CC=2)(C2C=CC=CC=2)C2C=CC=CC=2)[P](C2C=CC=CC=2)(C2C=CC=CC=2)C2C=CC=CC=2)(C2C=CC=CC=2)C2C=CC=CC=2)=CC=1.C(#N)C. The product is [Cl:19][C:6]1[CH:5]=[N:4][CH:3]=[C:2]([C:20]2[CH:25]=[CH:24][CH:23]=[CH:22][CH:21]=2)[C:7]=1[N:8]1[CH2:18][CH2:17][C:11]2([C:15](=[O:16])[NH:14][CH2:13][CH2:12]2)[CH2:10][CH2:9]1. The yield is 0.280. (5) The reactants are [CH3:1][O:2][C@@H:3]1[CH2:7][CH2:6][N:5]([C:8]([C:10]2[S:18][C:17]3[C:12](=[N:13][CH:14]=[CH:15][C:16]=3[O:19][C:20]3[CH:21]=[CH:22][C:23]4[C:27]([C:28](O)=[O:29])=[C:26]([CH3:31])[S:25][C:24]=4[CH:32]=3)[CH:11]=2)=[O:9])[CH2:4]1.[NH2:33][CH2:34][CH2:35][CH2:36][OH:37].C(N(CC)C(C)C)(C)C.CN(C(ON1N=NC2C=CC=CC1=2)=[N+](C)C)C.F[P-](F)(F)(F)(F)F. No catalyst specified. The product is [OH:37][CH2:36][CH2:35][CH2:34][NH:33][C:28]([C:27]1[C:23]2[CH:22]=[CH:21][C:20]([O:19][C:16]3[CH:15]=[CH:14][N:13]=[C:12]4[CH:11]=[C:10]([C:8]([N:5]5[CH2:6][CH2:7][C@@H:3]([O:2][CH3:1])[CH2:4]5)=[O:9])[S:18][C:17]=34)=[CH:32][C:24]=2[S:25][C:26]=1[CH3:31])=[O:29]. The yield is 0.230. (6) The reactants are [CH:1]1([N:6]2[C:11]3[N:12]=[C:13]([S:17][CH3:18])[N:14]=[C:15]([CH3:16])[C:10]=3[CH:9]=[C:8]([C:19]3[CH:20]=[N:21][NH:22][CH:23]=3)[C:7]2=[O:24])[CH2:5][CH2:4][CH2:3][CH2:2]1.[CH3:25][C:26]1([CH3:29])[CH2:28][O:27]1.C(=O)([O-])[O-].[K+].[K+]. The catalyst is CS(C)=O. The product is [CH:1]1([N:6]2[C:11]3[N:12]=[C:13]([S:17][CH3:18])[N:14]=[C:15]([CH3:16])[C:10]=3[CH:9]=[C:8]([C:19]3[CH:20]=[N:21][N:22]([CH2:25][C:26]([OH:27])([CH3:29])[CH3:28])[CH:23]=3)[C:7]2=[O:24])[CH2:5][CH2:4][CH2:3][CH2:2]1. The yield is 0.120.